From a dataset of Catalyst prediction with 721,799 reactions and 888 catalyst types from USPTO. Predict which catalyst facilitates the given reaction. (1) Reactant: [CH2:1]([O:3][C:4]([CH2:6][N:7]1[C:16](=[O:17])[CH:15]2[CH:10]([CH:11]3[C:18](=[C:19]([C:26]4[CH:31]=[CH:30][CH:29]=[CH:28][N:27]=4)[C:20]4[CH:25]=[CH:24][CH:23]=[CH:22][CH:21]=4)[CH:14]2[C:13]([C:32]([OH:45])([C:39]2[CH:44]=[CH:43][CH:42]=[CH:41][N:40]=2)[C:33]2[CH:38]=[CH:37][CH:36]=[CH:35][CH:34]=2)=[CH:12]3)[C:8]1=[O:9])=[O:5])[CH3:2].C(=O)([O-])[O-].[K+].[K+].ClCC(OCC=[CH:59][C:60]1[CH:65]=[CH:64][CH:63]=[CH:62][CH:61]=1)=O. Product: [CH2:1]([O:3][C:4]([CH2:6][N:7]1[C:16](=[O:17])[CH:15]2[CH:10]([CH:11]3[C:18](=[C:19]([C:26]4[CH:31]=[CH:30][CH:29]=[CH:28][N:27]=4)[C:20]4[CH:25]=[CH:24][CH:23]=[CH:22][CH:21]=4)[CH:14]2[C:13]([C:32]([OH:45])([C:39]2[CH:44]=[CH:43][CH:42]=[CH:41][N:40]=2)[C:33]2[CH:34]=[CH:35][CH:36]=[CH:37][CH:38]=2)=[CH:12]3)[C:8]1=[O:9])=[O:5])[CH:2]=[CH:59][C:60]1[CH:65]=[CH:64][CH:63]=[CH:62][CH:61]=1. The catalyst class is: 9. (2) Reactant: [CH3:1][C:2]1([CH3:14])[C:6]([CH3:8])([CH3:7])[O:5][B:4]([C:9]2[CH:10]=[N:11][NH:12][CH:13]=2)[O:3]1.Cl[CH2:16][CH:17]([CH3:20])[C:18]#[N:19].C(=O)([O-])[O-].[Cs+].[Cs+]. Product: [CH3:16][CH:17]([CH2:20][N:12]1[CH:13]=[C:9]([B:4]2[O:5][C:6]([CH3:7])([CH3:8])[C:2]([CH3:14])([CH3:1])[O:3]2)[CH:10]=[N:11]1)[C:18]#[N:19]. The catalyst class is: 115. (3) Reactant: ClC1C=C(C=CC=1)C(OO)=[O:6].[CH2:12]([O:19][C:20](=[O:36])[NH:21][CH2:22][CH2:23][CH2:24][CH2:25][C:26]1[CH:31]=[CH:30][C:29]([O:32][CH2:33][CH:34]=[CH2:35])=[CH:28][CH:27]=1)[C:13]1[CH:18]=[CH:17][CH:16]=[CH:15][CH:14]=1. Product: [CH2:12]([O:19][C:20](=[O:36])[NH:21][CH2:22][CH2:23][CH2:24][CH2:25][C:26]1[CH:31]=[CH:30][C:29]([O:32][CH2:33][CH:34]2[CH2:35][O:6]2)=[CH:28][CH:27]=1)[C:13]1[CH:18]=[CH:17][CH:16]=[CH:15][CH:14]=1. The catalyst class is: 2. (4) Reactant: [Cl:1][C:2]1[CH:9]=[CH:8][CH:7]=[CH:6][C:3]=1[CH:4]=O.[CH3:10][C:11]([CH3:13])=[O:12].[OH-].[Na+].O. Product: [Cl:1][C:2]1[CH:9]=[CH:8][CH:7]=[CH:6][C:3]=1[CH:4]=[CH:10][C:11](=[O:12])[CH:13]=[CH:4][C:3]1[CH:6]=[CH:7][CH:8]=[CH:9][C:2]=1[Cl:1]. The catalyst class is: 8. (5) Reactant: [O:1]=[C:2]([CH3:8])[CH2:3][CH2:4][C:5]([OH:7])=O.C1N=CN(C(N2C=NC=C2)=O)C=1.[NH2:21][C:22]1[CH:23]=[C:24]([CH:29]=[CH:30][C:31]=1[CH3:32])[C:25](=[NH:28])[NH:26]O.O. Product: [NH2:21][C:22]1[CH:23]=[C:24]([C:25]2[N:26]=[C:5]([CH2:4][CH2:3][C:2](=[O:1])[CH3:8])[O:7][N:28]=2)[CH:29]=[CH:30][C:31]=1[CH3:32]. The catalyst class is: 37.